Dataset: Catalyst prediction with 721,799 reactions and 888 catalyst types from USPTO. Task: Predict which catalyst facilitates the given reaction. (1) Reactant: C[Si]([N-][Si](C)(C)C)(C)C.[Li+].[C:11](#[N:13])[CH3:12].[NH:14]1[C:21]2[N:17]([N:18]=[CH:19][C:20]=2[CH:22]=[O:23])[CH2:16][CH2:15]1.O. Product: [NH:14]1[C:21]2[N:17]([N:18]=[CH:19][C:20]=2[CH:22]([OH:23])[CH2:12][C:11]#[N:13])[CH2:16][CH2:15]1. The catalyst class is: 7. (2) Reactant: [CH2:1]([O:8][C:9](=[O:40])[C@H:10]([CH2:38]O)[NH:11][C:12](=[O:37])[CH:13]([CH2:19][C:20]1[CH:25]=[CH:24][C:23]([O:26][Si:27]([CH:34]([CH3:36])[CH3:35])([CH:31]([CH3:33])[CH3:32])[CH:28]([CH3:30])[CH3:29])=[CH:22][CH:21]=1)[CH2:14][C:15]([O:17][CH3:18])=[O:16])[C:2]1[CH:7]=[CH:6][CH:5]=[CH:4][CH:3]=1.CC[N+](S(N=C(OC)[O-])(=O)=O)(CC)CC. Product: [CH2:1]([O:8][C:9]([CH:10]1[CH2:38][O:37][C:12]([CH:13]([CH2:19][C:20]2[CH:25]=[CH:24][C:23]([O:26][Si:27]([CH:31]([CH3:32])[CH3:33])([CH:28]([CH3:30])[CH3:29])[CH:34]([CH3:35])[CH3:36])=[CH:22][CH:21]=2)[CH2:14][C:15]([O:17][CH3:18])=[O:16])=[N:11]1)=[O:40])[C:2]1[CH:7]=[CH:6][CH:5]=[CH:4][CH:3]=1. The catalyst class is: 1. (3) Reactant: C([O:5][C:6](=[O:43])[CH2:7][CH2:8][C@H:9]([NH:13][C:14]([C:16]1[CH:20]=[C:19]([O:21][CH2:22][C:23]([N:25]2[CH2:29][CH2:28][CH2:27][C@H:26]2[C:30](=[O:36])[NH:31][CH:32]2[CH2:35][CH2:34][CH2:33]2)=[O:24])[N:18]([C:37]2[CH:42]=[CH:41][CH:40]=[CH:39][CH:38]=2)[N:17]=1)=[O:15])[C:10](O)=[O:11])(C)(C)C.CCN(C(C)C)C(C)C.CN(C(ON1N=NC2C=CC=NC1=2)=[N+](C)C)C.F[P-](F)(F)(F)(F)F.[CH2:77]([O:79][C:80]([N:82]1[CH2:87][CH2:86][NH:85][CH2:84][C@H:83]1[CH3:88])=[O:81])[CH3:78]. Product: [CH2:77]([O:79][C:80]([N:82]1[CH2:87][CH2:86][N:85]([C:10](=[O:11])[C@@H:9]([NH:13][C:14]([C:16]2[CH:20]=[C:19]([O:21][CH2:22][C:23]([N:25]3[CH2:29][CH2:28][CH2:27][C@H:26]3[C:30](=[O:36])[NH:31][CH:32]3[CH2:33][CH2:34][CH2:35]3)=[O:24])[N:18]([C:37]3[CH:38]=[CH:39][CH:40]=[CH:41][CH:42]=3)[N:17]=2)=[O:15])[CH2:8][CH2:7][C:6]([OH:43])=[O:5])[CH2:84][C@H:83]1[CH3:88])=[O:81])[CH3:78]. The catalyst class is: 3. (4) Reactant: [C:1]([C:5]1[CH:9]=[C:8]([NH2:10])[N:7]([CH2:11][CH3:12])[N:6]=1)([CH3:4])([CH3:3])[CH3:2].[OH-].[Na+].Cl[C:16]([O:18][CH2:19][C:20]([Cl:23])([Cl:22])[Cl:21])=[O:17]. Product: [Cl:21][C:20]([Cl:23])([Cl:22])[CH2:19][O:18][C:16](=[O:17])[NH:10][C:8]1[N:7]([CH2:11][CH3:12])[N:6]=[C:5]([C:1]([CH3:4])([CH3:2])[CH3:3])[CH:9]=1. The catalyst class is: 84. (5) Reactant: CC1C=CC(S(NN)(=O)=O)=CC=1.[F:13][C:14]1[CH:19]=[C:18]([CH3:20])[CH:17]=[CH:16][C:15]=1[C:21]1[S:22][C:23]2[C:28]([N:29]=1)=[CH:27][CH:26]=[C:25]([C:30]1([C:35]3[CH:40]=[CH:39][CH:38]=[CH:37][CH:36]=3)[CH2:33][C:32](=O)[CH2:31]1)[N:24]=2.C([BH3-])#N.[Na+].C1COCC1. Product: [F:13][C:14]1[CH:19]=[C:18]([CH3:20])[CH:17]=[CH:16][C:15]=1[C:21]1[S:22][C:23]2[C:28]([N:29]=1)=[CH:27][CH:26]=[C:25]([C:30]1([C:35]3[CH:36]=[CH:37][CH:38]=[CH:39][CH:40]=3)[CH2:31][CH2:32][CH2:33]1)[N:24]=2. The catalyst class is: 466. (6) Product: [CH3:5][C:2]([C:6]1[CH:11]=[CH:10][C:9]([N+:12]([O-:14])=[O:13])=[CH:8][CH:7]=1)([CH3:1])[CH2:3][NH:4][C:22](=[O:23])[O:21][C:18]([CH3:20])([CH3:19])[CH3:17]. Reactant: [CH3:1][C:2]([C:6]1[CH:11]=[CH:10][C:9]([N+:12]([O-:14])=[O:13])=[CH:8][CH:7]=1)([CH3:5])[CH2:3][NH2:4].[OH-].[Na+].[CH3:17][C:18]([O:21][C:22](O[C:22]([O:21][C:18]([CH3:20])([CH3:19])[CH3:17])=[O:23])=[O:23])([CH3:20])[CH3:19].OS([O-])(=O)=O.[K+]. The catalyst class is: 38. (7) The catalyst class is: 7. Product: [Cl:18][C:19]1[CH:20]=[C:21]([C@H:25]([O:17][C:14]2[CH:13]=[CH:12][C:11]([CH:4]([O:3][CH2:1][CH3:2])[CH2:5][C:6]([O:8][CH2:9][CH3:10])=[O:7])=[CH:16][CH:15]=2)[CH3:26])[CH:22]=[CH:23][CH:24]=1. Reactant: [CH2:1]([O:3][CH:4]([C:11]1[CH:16]=[CH:15][C:14]([OH:17])=[CH:13][CH:12]=1)[CH2:5][C:6]([O:8][CH2:9][CH3:10])=[O:7])[CH3:2].[Cl:18][C:19]1[CH:20]=[C:21]([C@@H:25](O)[CH3:26])[CH:22]=[CH:23][CH:24]=1.C1(P(C2C=CC=CC=2)C2C=CC=CC=2)C=CC=CC=1.C1(C)C=CC=CC=1.N(C(OCC)=O)=NC(OCC)=O. (8) Reactant: [Cl:1][C:2]1[N:7]=[C:6]([NH:8][C@@H:9]2[CH2:13][CH2:12][CH2:11][C@@H:10]2[C:14]([OH:16])=O)[C:5]([Cl:17])=[CH:4][N:3]=1.CC[N:20](C(C)C)[CH:21]([CH3:23])[CH3:22].CN(C(ON1N=NC2C=CC=CC1=2)=[N+](C)C)C.[B-](F)(F)(F)F.C(N)(C)C. Product: [CH:21]([NH:20][C:14]([C@H:10]1[CH2:11][CH2:12][CH2:13][C@H:9]1[NH:8][C:6]1[C:5]([Cl:17])=[CH:4][N:3]=[C:2]([Cl:1])[N:7]=1)=[O:16])([CH3:23])[CH3:22]. The catalyst class is: 2. (9) Reactant: [OH-:1].[Na+].[CH:3](Cl)(Cl)Cl.[C:7]1([CH3:15])[CH:12]=[CH:11][C:10]([CH:13]=[O:14])=[CH:9][CH:8]=1.[OH2:16]. Product: [CH3:15][C:7]1[CH:12]=[CH:11][C:10]([CH:13]([OH:14])[C:3]([OH:16])=[O:1])=[CH:9][CH:8]=1. The catalyst class is: 572. (10) Reactant: [O:1]=[S:2]1(=[O:21])[CH2:7][CH2:6][CH2:5][CH2:4][N:3]1[C:8]1[C:16]2[N:15]=[CH:14][NH:13][C:12]=2[CH:11]=[C:10]([C:17]([O:19][CH3:20])=[O:18])[CH:9]=1.[H-].[Na+].[CH2:24](I)[CH3:25]. Product: [O:21]=[S:2]1(=[O:1])[CH2:7][CH2:6][CH2:5][CH2:4][N:3]1[C:8]1[C:16]2[N:15]=[CH:14][N:13]([CH2:24][CH3:25])[C:12]=2[CH:11]=[C:10]([C:17]([O:19][CH3:20])=[O:18])[CH:9]=1. The catalyst class is: 3.